Dataset: Full USPTO retrosynthesis dataset with 1.9M reactions from patents (1976-2016). Task: Predict the reactants needed to synthesize the given product. (1) Given the product [CH:1]([Si:4]([S:11][C:15]1[CH:22]=[CH:21][C:18]([CH2:19][OH:20])=[CH:17][CH:16]=1)([CH:5]([CH3:7])[CH3:6])[CH:8]([CH3:10])[CH3:9])([CH3:3])[CH3:2], predict the reactants needed to synthesize it. The reactants are: [CH:1]([Si:4]([SH:11])([CH:8]([CH3:10])[CH3:9])[CH:5]([CH3:7])[CH3:6])([CH3:3])[CH3:2].[H-].[K+].Br[C:15]1[CH:22]=[CH:21][C:18]([CH2:19][OH:20])=[CH:17][CH:16]=1.C(OCC)(=O)C. (2) The reactants are: [CH:1]1([NH:4][CH:5]2[CH2:10][CH2:9][N:8]([C:11]3[O:15][N:14]=[C:13]([CH:16]([CH3:18])[CH3:17])[N:12]=3)[CH2:7][CH2:6]2)[CH2:3][CH2:2]1.[CH3:19][C:20]1[N:21]([C:25]2[CH:33]=[CH:32][C:28]([C:29](O)=[O:30])=[CH:27][CH:26]=2)[CH:22]=[CH:23][N:24]=1. Given the product [CH:1]1([N:4]([CH:5]2[CH2:10][CH2:9][N:8]([C:11]3[O:15][N:14]=[C:13]([CH:16]([CH3:18])[CH3:17])[N:12]=3)[CH2:7][CH2:6]2)[C:29](=[O:30])[C:28]2[CH:27]=[CH:26][C:25]([N:21]3[CH:22]=[CH:23][N:24]=[C:20]3[CH3:19])=[CH:33][CH:32]=2)[CH2:2][CH2:3]1, predict the reactants needed to synthesize it.